This data is from Forward reaction prediction with 1.9M reactions from USPTO patents (1976-2016). The task is: Predict the product of the given reaction. (1) Given the reactants Cl.[CH3:2][O:3][C:4]1[CH:5]=[C:6]([CH:24]=[CH:25][C:26]=1[O:27][CH3:28])[CH2:7][C:8]1[C:17]2[C:12](=[CH:13][C:14]([O:20][CH3:21])=[C:15]([O:18][CH3:19])[CH:16]=2)[C:11]([CH3:22])=[N:10][C:9]=1[OH:23].[C:29](=O)([O-])[O-].[Cs+].[Cs+].IC, predict the reaction product. The product is: [CH3:2][O:3][C:4]1[CH:5]=[C:6]([CH:24]=[CH:25][C:26]=1[O:27][CH3:28])[CH2:7][C:8]1[C:17]2[C:12](=[CH:13][C:14]([O:20][CH3:21])=[C:15]([O:18][CH3:19])[CH:16]=2)[C:11]([CH3:22])=[N:10][C:9]=1[O:23][CH3:29]. (2) The product is: [Cl:23][C:20]1[CH:19]=[CH:18][C:17]([CH2:16][CH2:15][N:7]2[C:8]3[C:13](=[CH:12][CH:11]=[CH:10][CH:9]=3)[CH:14]=[C:6]2[C:4]([OH:5])=[O:3])=[CH:22][CH:21]=1. Given the reactants C([O:3][C:4]([C:6]1[N:7]([CH2:15][CH2:16][C:17]2[CH:22]=[CH:21][C:20]([Cl:23])=[CH:19][CH:18]=2)[C:8]2[C:13]([CH:14]=1)=[CH:12][CH:11]=[CH:10][CH:9]=2)=[O:5])C.[OH-].[Na+].Cl, predict the reaction product. (3) Given the reactants C([O:8][C:9]1[CH:10]=[CH:11][C:12]2[C:13]3[N:21]([CH2:22][CH2:23][CH2:24][CH2:25][NH:26][C:27](=[O:33])[O:28][C:29]([CH3:32])([CH3:31])[CH3:30])[C:20]([CH2:34][O:35][CH2:36][CH3:37])=[N:19][C:14]=3[CH:15]=[N:16][C:17]=2[CH:18]=1)C1C=CC=CC=1, predict the reaction product. The product is: [CH2:36]([O:35][CH2:34][C:20]1[N:21]([CH2:22][CH2:23][CH2:24][CH2:25][NH:26][C:27](=[O:33])[O:28][C:29]([CH3:32])([CH3:31])[CH3:30])[C:13]2[C:12]3[CH:11]=[CH:10][C:9]([OH:8])=[CH:18][C:17]=3[N:16]=[CH:15][C:14]=2[N:19]=1)[CH3:37]. (4) Given the reactants CC(OI1(OC(C)=O)(OC(C)=O)OC(=O)C2C1=CC=CC=2)=O.[C:23]([C:27]1[CH:32]=[CH:31][C:30]([CH:33]([OH:57])[C:34]2[C:35]([C:50]3[CH:55]=[CH:54][C:53]([F:56])=[CH:52][CH:51]=3)=[C:36]3[C:41](=[CH:42][C:43]=2[CH:44]([CH3:46])[CH3:45])[O:40][C:39]([CH3:48])([CH3:47])[CH2:38][C:37]3=[O:49])=[CH:29][CH:28]=1)([CH3:26])([CH3:25])[CH3:24].C(C1C=CC(C(O)C2C(C3C=CC(F)=CC=3)=C3C(=CC=2CCC)OC(C)(C)CC3=O)=CC=1)(C)(C)C, predict the reaction product. The product is: [C:23]([C:27]1[CH:28]=[CH:29][C:30]([C:33]([C:34]2[C:35]([C:50]3[CH:51]=[CH:52][C:53]([F:56])=[CH:54][CH:55]=3)=[C:36]3[C:41](=[CH:42][C:43]=2[CH:44]([CH3:46])[CH3:45])[O:40][C:39]([CH3:47])([CH3:48])[CH2:38][C:37]3=[O:49])=[O:57])=[CH:31][CH:32]=1)([CH3:25])([CH3:26])[CH3:24]. (5) Given the reactants Cl[C:2]1[CH:3]2[C:10]([I:11])=[CH:9][N:8]([CH:12]([CH3:14])[CH3:13])[CH:4]2[N:5]=[CH:6][N:7]=1.[CH3:15][NH2:16], predict the reaction product. The product is: [I:11][C:10]1[CH:3]2[CH:4]([N:5]=[CH:6][N:7]=[C:2]2[NH:16][CH3:15])[N:8]([CH:12]([CH3:14])[CH3:13])[CH:9]=1.